From a dataset of Forward reaction prediction with 1.9M reactions from USPTO patents (1976-2016). Predict the product of the given reaction. Given the reactants Cl.[C:2]1([CH2:8][CH2:9][C:10]([N:12]2[CH2:17][CH2:16][NH:15][CH2:14][CH2:13]2)=[O:11])[CH:7]=[CH:6][CH:5]=[CH:4][CH:3]=1.[C:18](N1C=CN=C1)([N:20]1[CH:24]=[CH:23][N:22]=[CH:21]1)=[O:19], predict the reaction product. The product is: [N:20]1([C:18]([N:15]2[CH2:14][CH2:13][N:12]([C:10](=[O:11])[CH2:9][CH2:8][C:2]3[CH:7]=[CH:6][CH:5]=[CH:4][CH:3]=3)[CH2:17][CH2:16]2)=[O:19])[CH:24]=[CH:23][N:22]=[CH:21]1.